Dataset: NCI-60 drug combinations with 297,098 pairs across 59 cell lines. Task: Regression. Given two drug SMILES strings and cell line genomic features, predict the synergy score measuring deviation from expected non-interaction effect. (1) Drug 1: C(=O)(N)NO. Cell line: UACC-257. Synergy scores: CSS=43.5, Synergy_ZIP=-1.22, Synergy_Bliss=-0.900, Synergy_Loewe=-67.0, Synergy_HSA=-0.0492. Drug 2: CC1C(C(CC(O1)OC2CC(CC3=C2C(=C4C(=C3O)C(=O)C5=CC=CC=C5C4=O)O)(C(=O)C)O)N)O. (2) Drug 1: CN1CCC(CC1)COC2=C(C=C3C(=C2)N=CN=C3NC4=C(C=C(C=C4)Br)F)OC. Drug 2: C1=CC=C(C=C1)NC(=O)CCCCCCC(=O)NO. Cell line: SW-620. Synergy scores: CSS=17.8, Synergy_ZIP=-4.22, Synergy_Bliss=0.738, Synergy_Loewe=-0.434, Synergy_HSA=-0.445. (3) Drug 1: COC1=CC(=CC(=C1O)OC)C2C3C(COC3=O)C(C4=CC5=C(C=C24)OCO5)OC6C(C(C7C(O6)COC(O7)C8=CC=CS8)O)O. Drug 2: C1C(C(OC1N2C=NC3=C2NC=NCC3O)CO)O. Cell line: IGROV1. Synergy scores: CSS=27.4, Synergy_ZIP=-6.73, Synergy_Bliss=-2.14, Synergy_Loewe=-44.4, Synergy_HSA=-3.03. (4) Drug 1: CC(C1=C(C=CC(=C1Cl)F)Cl)OC2=C(N=CC(=C2)C3=CN(N=C3)C4CCNCC4)N. Drug 2: CC1=C(C=C(C=C1)NC2=NC=CC(=N2)N(C)C3=CC4=NN(C(=C4C=C3)C)C)S(=O)(=O)N.Cl. Cell line: MCF7. Synergy scores: CSS=4.61, Synergy_ZIP=0.518, Synergy_Bliss=7.03, Synergy_Loewe=-5.70, Synergy_HSA=4.13.